From a dataset of NCI-60 drug combinations with 297,098 pairs across 59 cell lines. Regression. Given two drug SMILES strings and cell line genomic features, predict the synergy score measuring deviation from expected non-interaction effect. (1) Drug 1: CC1=C(C=C(C=C1)NC(=O)C2=CC=C(C=C2)CN3CCN(CC3)C)NC4=NC=CC(=N4)C5=CN=CC=C5. Drug 2: CC1=C2C(C(=O)C3(C(CC4C(C3C(C(C2(C)C)(CC1OC(=O)C(C(C5=CC=CC=C5)NC(=O)OC(C)(C)C)O)O)OC(=O)C6=CC=CC=C6)(CO4)OC(=O)C)O)C)O. Cell line: MCF7. Synergy scores: CSS=13.4, Synergy_ZIP=0.882, Synergy_Bliss=5.88, Synergy_Loewe=1.34, Synergy_HSA=0.624. (2) Drug 1: CC1=C(C=C(C=C1)NC2=NC=CC(=N2)N(C)C3=CC4=NN(C(=C4C=C3)C)C)S(=O)(=O)N.Cl. Drug 2: C1CN1P(=S)(N2CC2)N3CC3. Cell line: UACC-257. Synergy scores: CSS=-1.86, Synergy_ZIP=-1.00, Synergy_Bliss=-4.83, Synergy_Loewe=-6.14, Synergy_HSA=-5.41. (3) Drug 1: CCC1=CC2CC(C3=C(CN(C2)C1)C4=CC=CC=C4N3)(C5=C(C=C6C(=C5)C78CCN9C7C(C=CC9)(C(C(C8N6C)(C(=O)OC)O)OC(=O)C)CC)OC)C(=O)OC.C(C(C(=O)O)O)(C(=O)O)O. Drug 2: CC1=C2C(C(=O)C3(C(CC4C(C3C(C(C2(C)C)(CC1OC(=O)C(C(C5=CC=CC=C5)NC(=O)C6=CC=CC=C6)O)O)OC(=O)C7=CC=CC=C7)(CO4)OC(=O)C)O)C)OC(=O)C. Cell line: HOP-92. Synergy scores: CSS=26.9, Synergy_ZIP=-14.8, Synergy_Bliss=-9.00, Synergy_Loewe=-5.94, Synergy_HSA=-4.07. (4) Drug 1: C1CNP(=O)(OC1)N(CCCl)CCCl. Drug 2: CC1C(C(CC(O1)OC2CC(CC3=C2C(=C4C(=C3O)C(=O)C5=CC=CC=C5C4=O)O)(C(=O)C)O)N)O. Cell line: IGROV1. Synergy scores: CSS=48.0, Synergy_ZIP=1.06, Synergy_Bliss=0.906, Synergy_Loewe=-69.1, Synergy_HSA=-0.985. (5) Cell line: RXF 393. Drug 1: CC1OCC2C(O1)C(C(C(O2)OC3C4COC(=O)C4C(C5=CC6=C(C=C35)OCO6)C7=CC(=C(C(=C7)OC)O)OC)O)O. Synergy scores: CSS=21.3, Synergy_ZIP=-0.0253, Synergy_Bliss=1.03, Synergy_Loewe=2.50, Synergy_HSA=4.36. Drug 2: CC1=C(C(CCC1)(C)C)C=CC(=CC=CC(=CC(=O)O)C)C.